Dataset: Reaction yield outcomes from USPTO patents with 853,638 reactions. Task: Predict the reaction yield, written as a fraction of the theoretical maximum amount of product (1.0 means a 100% yield; for example, 0.34 means a 34% yield). (1) The reactants are C[O:2][C:3](=[O:34])[CH2:4][O:5][C:6]1[CH:15]=[CH:14][C:13]([S:16][CH2:17][C:18]2[S:22][C:21]([C:23]3[CH:28]=[CH:27][C:26]([C:29]([F:32])([F:31])[F:30])=[CH:25][CH:24]=3)=[N:20][C:19]=2[CH3:33])=[C:12]2[C:7]=1[CH2:8][CH2:9][CH2:10][O:11]2.O.[OH-].[Li+].Cl. The catalyst is C1COCC1.O. The product is [CH3:33][C:19]1[N:20]=[C:21]([C:23]2[CH:24]=[CH:25][C:26]([C:29]([F:32])([F:30])[F:31])=[CH:27][CH:28]=2)[S:22][C:18]=1[CH2:17][S:16][C:13]1[CH:14]=[CH:15][C:6]([O:5][CH2:4][C:3]([OH:34])=[O:2])=[C:7]2[C:12]=1[O:11][CH2:10][CH2:9][CH2:8]2. The yield is 0.960. (2) The reactants are Cl[C:2](Cl)([O:4]C(=O)OC(Cl)(Cl)Cl)Cl.[CH2:13]([O:20][NH:21][C@H:22]1[CH2:27][NH:26][C@H:25]([C:28]([O:30][CH2:31][CH3:32])=[O:29])[CH2:24][CH2:23]1)[C:14]1[CH:19]=[CH:18][CH:17]=[CH:16][CH:15]=1.CCN(C(C)C)C(C)C. The catalyst is C(Cl)Cl. The product is [CH2:13]([O:20][N:21]1[C:2](=[O:4])[N:26]2[CH2:27][C@H:22]1[CH2:23][CH2:24][C@H:25]2[C:28]([O:30][CH2:31][CH3:32])=[O:29])[C:14]1[CH:15]=[CH:16][CH:17]=[CH:18][CH:19]=1. The yield is 0.500.